Predict the product of the given reaction. From a dataset of Forward reaction prediction with 1.9M reactions from USPTO patents (1976-2016). The product is: [CH3:1][O:14][C:13]([C@@H:12]([NH2:16])[CH2:11][C:10]1[CH:5]=[CH:6][C:7]([OH:18])=[C:8]([OH:17])[CH:9]=1)=[O:15]. Given the reactants [C:1](Cl)(=O)C.[CH:5]1[C:10]([CH2:11][C@H:12]([NH2:16])[C:13]([OH:15])=[O:14])=[CH:9][C:8]([OH:17])=[C:7]([OH:18])[CH:6]=1, predict the reaction product.